The task is: Predict which catalyst facilitates the given reaction.. This data is from Catalyst prediction with 721,799 reactions and 888 catalyst types from USPTO. (1) Reactant: [F:1][C:2]1[CH:7]=[CH:6][C:5]([C@@H:8]2[CH2:13][C:12](=[O:14])[NH:11][CH2:10][C@H:9]2[C:15]([O:17][CH3:18])=[O:16])=[CH:4][CH:3]=1.[H-].[Na+].[CH3:21][O:22][C:23]1[CH:30]=[CH:29][C:26]([CH2:27]Br)=[CH:25][CH:24]=1.[Cl-].[NH4+]. Product: [F:1][C:2]1[CH:3]=[CH:4][C:5]([C@@H:8]2[CH2:13][C:12](=[O:14])[N:11]([CH2:27][C:26]3[CH:29]=[CH:30][C:23]([O:22][CH3:21])=[CH:24][CH:25]=3)[CH2:10][C@H:9]2[C:15]([O:17][CH3:18])=[O:16])=[CH:6][CH:7]=1. The catalyst class is: 42. (2) Reactant: [C:1]([C:5]1[CH:10]=[CH:9][CH:8]=[CH:7][C:6]=1[OH:11])([CH3:4])([CH3:3])[CH3:2].[CH2:12](Br)[C:13]#[CH:14].C(=O)([O-])[O-].[K+].[K+]. Product: [C:1]([C:5]1[CH:10]=[CH:9][CH:8]=[CH:7][C:6]=1[O:11][CH2:14][C:13]#[CH:12])([CH3:4])([CH3:2])[CH3:3]. The catalyst class is: 47. (3) Reactant: [I:1][C:2]1[CH:12]=[CH:11][C:5]([C:6]([N:8]=[C:9]=[O:10])=O)=[CH:4][CH:3]=1.[Cl:13][C:14]1[CH:19]=[C:18]([Cl:20])[C:17]([CH2:21][NH:22][C:23](=[O:28])[C:24]([CH3:27])([CH3:26])[CH3:25])=[CH:16][C:15]=1[NH:29][NH:30]C(OC(C)(C)C)=O.FC(F)(F)C(O)=O. Product: [Cl:20][C:18]1[CH:19]=[C:14]([Cl:13])[C:15]([N:29]2[C:9](=[O:10])[NH:8][C:6]([C:5]3[CH:11]=[CH:12][C:2]([I:1])=[CH:3][CH:4]=3)=[N:30]2)=[CH:16][C:17]=1[CH2:21][NH:22][C:23](=[O:28])[C:24]([CH3:25])([CH3:26])[CH3:27]. The catalyst class is: 2. (4) Reactant: [CH:1]([C:4]1[Se:5][C:6]([C:9]2[CH:14]=[CH:13][C:12]([CH:15]3[CH2:20][CH2:19][CH:18]([CH2:21][CH2:22][CH3:23])[CH2:17][CH2:16]3)=[CH:11][CH:10]=2)=[CH:7][CH:8]=1)=[CH:2][CH3:3]. Product: [CH2:1]([C:4]1[Se:5][C:6]([C:9]2[CH:10]=[CH:11][C:12]([CH:15]3[CH2:16][CH2:17][CH:18]([CH2:21][CH2:22][CH3:23])[CH2:19][CH2:20]3)=[CH:13][CH:14]=2)=[CH:7][CH:8]=1)[CH2:2][CH3:3]. The catalyst class is: 78. (5) Reactant: [C:1]([C:4]1[CH:5]=[CH:6][C:7]2[C:16]3[CH:15]=[C:14]4[CH2:17][CH2:18][CH2:19][C:20](=[O:21])[C:13]4=[CH:12][C:11]=3[O:10][CH2:9][C:8]=2[CH:22]=1)(=[O:3])[CH3:2].CO.[Br-:25].[Br-:26].[Br-].[NH+]1C=CC=CC=1.[NH+]1C=CC=CC=1.[NH+]1C=CC=CC=1. Product: [Br:25][CH:19]1[CH2:18][CH2:17][C:14]2=[CH:15][C:16]3[C:7]4[CH:6]=[CH:5][C:4]([C:1](=[O:3])[CH2:2][Br:26])=[CH:22][C:8]=4[CH2:9][O:10][C:11]=3[CH:12]=[C:13]2[C:20]1=[O:21]. The catalyst class is: 25. (6) Reactant: C(OC([N:8]1[CH2:14][C:13]2[CH:15]=[CH:16][CH:17]=[CH:18][C:12]=2[N:11]([CH2:19][C:20]([O:22][CH2:23][CH3:24])=[O:21])[C:10](=[O:25])[CH2:9]1)=O)(C)(C)C.[F:26][C:27]([F:32])([F:31])[C:28]([OH:30])=[O:29]. Product: [F:26][C:27]([F:32])([F:31])[C:28]([OH:30])=[O:29].[CH2:23]([O:22][C:20](=[O:21])[CH2:19][N:11]1[C:12]2[CH:18]=[CH:17][CH:16]=[CH:15][C:13]=2[CH2:14][NH:8][CH2:9][C:10]1=[O:25])[CH3:24]. The catalyst class is: 2.